This data is from NCI-60 drug combinations with 297,098 pairs across 59 cell lines. The task is: Regression. Given two drug SMILES strings and cell line genomic features, predict the synergy score measuring deviation from expected non-interaction effect. (1) Drug 1: CC1=C2C(C(=O)C3(C(CC4C(C3C(C(C2(C)C)(CC1OC(=O)C(C(C5=CC=CC=C5)NC(=O)OC(C)(C)C)O)O)OC(=O)C6=CC=CC=C6)(CO4)OC(=O)C)O)C)O. Drug 2: CC1C(C(CC(O1)OC2CC(OC(C2O)C)OC3=CC4=CC5=C(C(=O)C(C(C5)C(C(=O)C(C(C)O)O)OC)OC6CC(C(C(O6)C)O)OC7CC(C(C(O7)C)O)OC8CC(C(C(O8)C)O)(C)O)C(=C4C(=C3C)O)O)O)O. Cell line: T-47D. Synergy scores: CSS=47.8, Synergy_ZIP=4.01, Synergy_Bliss=5.20, Synergy_Loewe=0.655, Synergy_HSA=0.861. (2) Drug 1: CCC1=CC2CC(C3=C(CN(C2)C1)C4=CC=CC=C4N3)(C5=C(C=C6C(=C5)C78CCN9C7C(C=CC9)(C(C(C8N6C)(C(=O)OC)O)OC(=O)C)CC)OC)C(=O)OC.C(C(C(=O)O)O)(C(=O)O)O. Drug 2: CC(C)(C#N)C1=CC(=CC(=C1)CN2C=NC=N2)C(C)(C)C#N. Cell line: HOP-92. Synergy scores: CSS=28.7, Synergy_ZIP=-9.07, Synergy_Bliss=-2.21, Synergy_Loewe=-5.32, Synergy_HSA=-0.881.